From a dataset of Forward reaction prediction with 1.9M reactions from USPTO patents (1976-2016). Predict the product of the given reaction. (1) The product is: [Br:1][C:2]1[C:3]([CH3:10])=[C:4]([C:5]([O:8][CH3:9])=[CH:6][CH:7]=1)[CH:11]=[O:12]. Given the reactants [Br:1][C:2]1[CH:7]=[CH:6][C:5]([O:8][CH3:9])=[CH:4][C:3]=1[CH3:10].[CH3:11][O:12]C(Cl)Cl.[Cl-].[NH4+], predict the reaction product. (2) The product is: [CH3:1][O:2][C:3]([C:4]1[C:5]([O:11][CH3:12])=[CH:6][C:7]2[N:10]=[C:15]([NH2:16])[S:14][C:8]=2[CH:9]=1)=[O:13]. Given the reactants [CH3:1][O:2][C:3](=[O:13])[C:4]1[CH:9]=[CH:8][C:7]([NH2:10])=[CH:6][C:5]=1[O:11][CH3:12].[S-:14][C:15]#[N:16].[K+].BrBr, predict the reaction product.